Dataset: Forward reaction prediction with 1.9M reactions from USPTO patents (1976-2016). Task: Predict the product of the given reaction. Given the reactants [CH3:1][O:2][C:3](=[O:9])[C@H:4]([CH:6]([CH3:8])[CH3:7])[NH2:5].CN1CCOCC1.CCN=C=NCCCN(C)C.Cl.[C:29](O)(=[O:36])[C:30]1[CH:35]=[CH:34][CH:33]=[N:32][CH:31]=1, predict the reaction product. The product is: [CH3:1][O:2][C:3](=[O:9])[C:4]([NH2:5])([C:29]([C:30]1[CH:31]=[N:32][CH:33]=[CH:34][CH:35]=1)=[O:36])[CH:6]([CH3:8])[CH3:7].